This data is from Reaction yield outcomes from USPTO patents with 853,638 reactions. The task is: Predict the reaction yield, written as a fraction of the theoretical maximum amount of product (1.0 means a 100% yield; for example, 0.34 means a 34% yield). (1) The reactants are [CH3:1][N:2]([CH3:17])[S:3]([CH2:6][CH2:7][C:8]1[CH:13]=[CH:12][C:11]([N+:14]([O-])=O)=[CH:10][CH:9]=1)(=[O:5])=[O:4]. The catalyst is CO.[Pd]. The product is [CH3:17][N:2]([CH3:1])[S:3]([CH2:6][CH2:7][C:8]1[CH:9]=[CH:10][C:11]([NH2:14])=[CH:12][CH:13]=1)(=[O:4])=[O:5]. The yield is 0.910. (2) The reactants are C(Cl)(=O)C=O.[F:6][C:7]1[C:8]([O:18][CH3:19])=[C:9](/[CH:14]=[CH:15]\[CH2:16][OH:17])[C:10]([F:13])=[CH:11][CH:12]=1.C[N:21](C)[C:22]1[CH:27]=CC=CC=1.CC[N:31](CC)CC.[OH2:36]. The catalyst is C(Cl)Cl. The product is [N+:21](=[CH:22][C:27]([O:17][CH2:16]/[CH:15]=[CH:14]\[C:9]1[C:10]([F:13])=[CH:11][CH:12]=[C:7]([F:6])[C:8]=1[O:18][CH3:19])=[O:36])=[N-:31]. The yield is 0.800. (3) The reactants are [CH2:1]([O:4][CH2:5][C:6]([CH2:19][O:20][CH2:21][CH:22]=[CH2:23])([CH2:9][O:10][CH2:11][CH2:12][CH2:13][CH2:14][CH2:15][CH2:16][CH2:17][CH3:18])[CH2:7][CH3:8])[CH:2]=[CH2:3].[Cl:24][SiH:25]([Cl:27])[Cl:26]. The catalyst is [H+].[H+].Cl[Pt-2](Cl)(Cl)(Cl)(Cl)Cl. The product is [Cl:24][Si:25]([CH2:23][CH2:22][CH2:21][O:20][CH2:19][C:6]([CH2:5][O:4][CH2:1][CH2:2][CH2:3][Si:25]([Cl:27])([Cl:26])[Cl:24])([CH2:9][O:10][CH2:11][CH2:12][CH2:13][CH2:14][CH2:15][CH2:16][CH2:17][CH3:18])[CH2:7][CH3:8])([Cl:27])[Cl:26]. The yield is 0.600. (4) The reactants are [CH3:1][O:2][C:3]1[CH:4]=[C:5]([CH:9]=[CH:10][C:11]=1[C:12]#[C:13][C:14]1[CH:19]=[CH:18][C:17]([CH3:20])=[CH:16][CH:15]=1)[C:6]([OH:8])=O.[C:21]1([S:31]([NH2:34])(=[O:33])=[O:32])[C:22]([S:27]([NH2:30])(=[O:29])=[O:28])=[CH:23][CH:24]=[CH:25][CH:26]=1. The catalyst is CN(C)C=O.CN(C)C1C=CN=CC=1. The product is [CH3:1][O:2][C:3]1[CH:4]=[C:5]([CH:9]=[CH:10][C:11]=1[C:12]#[C:13][C:14]1[CH:19]=[CH:18][C:17]([CH3:20])=[CH:16][CH:15]=1)[C:6]([NH:34][S:31]([C:21]1[CH:26]=[CH:25][CH:24]=[CH:23][C:22]=1[S:27](=[O:29])(=[O:28])[NH2:30])(=[O:33])=[O:32])=[O:8]. The yield is 0.420. (5) The reactants are [N:1]([C:4]1[CH:11]=[CH:10][C:7]([C:8]#[N:9])=[C:6]([C:12]([F:15])([F:14])[F:13])[CH:5]=1)=[C:2]=[S:3].[CH3:16][C:17]([NH:21][C:22]1[CH:27]=[CH:26][CH:25]=[CH:24][CH:23]=1)([CH3:20])[C:18]#N.C[OH:29].Cl. The catalyst is CN(C=O)C.O. The product is [C:22]1([N:21]2[C:17]([CH3:16])([CH3:20])[C:18](=[O:29])[N:1]([C:4]3[CH:11]=[CH:10][C:7]([C:8]#[N:9])=[C:6]([C:12]([F:13])([F:15])[F:14])[CH:5]=3)[C:2]2=[S:3])[CH:27]=[CH:26][CH:25]=[CH:24][CH:23]=1. The yield is 0.710. (6) The reactants are Cl[C:2]1[CH:3]=[C:4]([C:9]2[N:13]([C:14]3[CH:19]=[CH:18][C:17]([O:20][CH3:21])=[CH:16][CH:15]=3)[N:12]=[C:11]([CH2:22][CH:23]([C:27]3[CH:28]=[C:29]([CH3:33])[CH:30]=[CH:31][CH:32]=3)C(O)=O)[CH:10]=2)[CH:5]=[CH:6][C:7]=1Cl.[CH:34]1N=CN(C(N2C=NC=C2)=O)C=1.C(=O)([O-])[O-].[NH4+].[NH4+].C[N:53]([CH:55]=[O:56])C. The catalyst is O. The product is [CH3:21][O:20][C:17]1[CH:16]=[CH:15][C:14]([N:13]2[C:9]([C:4]3[CH:5]=[CH:6][C:7]([CH3:34])=[CH:2][CH:3]=3)=[CH:10][C:11]([CH2:22][CH:23]([C:27]3[CH:28]=[C:29]([CH3:33])[CH:30]=[CH:31][CH:32]=3)[C:55]([NH2:53])=[O:56])=[N:12]2)=[CH:19][CH:18]=1. The yield is 0.710.